From a dataset of Reaction yield outcomes from USPTO patents with 853,638 reactions. Predict the reaction yield, written as a fraction of the theoretical maximum amount of product (1.0 means a 100% yield; for example, 0.34 means a 34% yield). The reactants are C[N:2](C)/[CH:3]=[CH:4]/[C:5]([C:7]1[C:12](=[O:13])[CH:11]=[CH:10][N:9]([C:14]2[CH:19]=[CH:18][CH:17]=[C:16]([C:20]([F:23])([F:22])[F:21])[CH:15]=2)[N:8]=1)=O.[CH3:25][O:26][C:27]1[CH:32]=[CH:31][C:30]([NH:33]N)=[CH:29][CH:28]=1.Cl. No catalyst specified. The product is [CH3:25][O:26][C:27]1[CH:32]=[CH:31][C:30]([N:33]2[C:5]([C:7]3[C:12](=[O:13])[CH:11]=[CH:10][N:9]([C:14]4[CH:19]=[CH:18][CH:17]=[C:16]([C:20]([F:23])([F:22])[F:21])[CH:15]=4)[N:8]=3)=[CH:4][CH:3]=[N:2]2)=[CH:29][CH:28]=1. The yield is 0.100.